Dataset: Forward reaction prediction with 1.9M reactions from USPTO patents (1976-2016). Task: Predict the product of the given reaction. Given the reactants [O:1]([C:8]1[CH:9]=[C:10]([CH:13]=[CH:14][CH:15]=1)[CH:11]=O)[C:2]1[CH:7]=[CH:6][CH:5]=[CH:4][CH:3]=1.[C@@H:16]1([NH2:26])[C:25]2[C:20](=[CH:21][CH:22]=[CH:23][CH:24]=2)[CH2:19][CH2:18][CH2:17]1, predict the reaction product. The product is: [O:1]([C:8]1[CH:9]=[C:10]([CH:13]=[CH:14][CH:15]=1)[CH2:11][NH:26][C@@H:16]1[C:25]2[C:20](=[CH:21][CH:22]=[CH:23][CH:24]=2)[CH2:19][CH2:18][CH2:17]1)[C:2]1[CH:7]=[CH:6][CH:5]=[CH:4][CH:3]=1.